Dataset: Peptide-MHC class I binding affinity with 185,985 pairs from IEDB/IMGT. Task: Regression. Given a peptide amino acid sequence and an MHC pseudo amino acid sequence, predict their binding affinity value. This is MHC class I binding data. The peptide sequence is RAWPSAHAI. The MHC is HLA-E01:01 with pseudo-sequence HLA-E01:03. The binding affinity (normalized) is 0.0847.